Task: Regression. Given a peptide amino acid sequence and an MHC pseudo amino acid sequence, predict their binding affinity value. This is MHC class II binding data.. Dataset: Peptide-MHC class II binding affinity with 134,281 pairs from IEDB (1) The peptide sequence is NVWEVKSSKPLVGPF. The MHC is HLA-DPA10201-DPB10101 with pseudo-sequence HLA-DPA10201-DPB10101. The binding affinity (normalized) is 0.308. (2) The peptide sequence is GKKKYKLKHIVWASREL. The MHC is DRB1_1001 with pseudo-sequence DRB1_1001. The binding affinity (normalized) is 0.692. (3) The peptide sequence is SLMYFHKRDMRLLSL. The MHC is HLA-DQA10102-DQB10501 with pseudo-sequence HLA-DQA10102-DQB10501. The binding affinity (normalized) is 0.669. (4) The peptide sequence is DDIKATYDKGILTVS. The MHC is HLA-DPA10103-DPB10401 with pseudo-sequence HLA-DPA10103-DPB10401. The binding affinity (normalized) is 0.237. (5) The peptide sequence is MLHWSLILPGIKAQQ. The MHC is HLA-DQA10501-DQB10302 with pseudo-sequence HLA-DQA10501-DQB10302. The binding affinity (normalized) is 0.516. (6) The peptide sequence is PCLFMRTVSHVILHG. The binding affinity (normalized) is 0. The MHC is HLA-DQA10301-DQB10302 with pseudo-sequence HLA-DQA10301-DQB10302. (7) The peptide sequence is SELYLYKVVKIEPLGVAP. The MHC is DRB5_0101 with pseudo-sequence DRB5_0101. The binding affinity (normalized) is 0.454. (8) The peptide sequence is PISVTAPPPQLPRPP. The MHC is HLA-DPA10103-DPB10401 with pseudo-sequence HLA-DPA10103-DPB10401. The binding affinity (normalized) is 0.184.